From a dataset of Peptide-MHC class I binding affinity with 185,985 pairs from IEDB/IMGT. Regression. Given a peptide amino acid sequence and an MHC pseudo amino acid sequence, predict their binding affinity value. This is MHC class I binding data. (1) The peptide sequence is FLSFASLFL. The binding affinity (normalized) is 0.0847. The MHC is HLA-B18:01 with pseudo-sequence HLA-B18:01. (2) The peptide sequence is EMVDVSMMSM. The MHC is Mamu-B17 with pseudo-sequence Mamu-B17. The binding affinity (normalized) is 0.